From a dataset of Catalyst prediction with 721,799 reactions and 888 catalyst types from USPTO. Predict which catalyst facilitates the given reaction. (1) Reactant: [Cl:1][C:2]1[CH:3]=[C:4](/[CH:9]=[CH:10]/[C:11]([N:13]2[CH2:19][CH2:18][C:17](=[O:20])[N:16]([CH2:21][CH2:22][CH2:23]OS(C)(=O)=O)[CH2:15][CH2:14]2)=[O:12])[CH:5]=[CH:6][C:7]=1[Cl:8].[I-:29].[Na+]. Product: [Cl:1][C:2]1[CH:3]=[C:4](/[CH:9]=[CH:10]/[C:11]([N:13]2[CH2:19][CH2:18][C:17](=[O:20])[N:16]([CH2:21][CH2:22][CH2:23][I:29])[CH2:15][CH2:14]2)=[O:12])[CH:5]=[CH:6][C:7]=1[Cl:8]. The catalyst class is: 131. (2) Reactant: [C:9](O[C:9]([O:11][C:12]([CH3:15])([CH3:14])[CH3:13])=[O:10])([O:11][C:12]([CH3:15])([CH3:14])[CH3:13])=[O:10].C(N(CC)CC)C.[CH3:23][O:24][C:25]([C:27]1[C:35]2[C:34](=[O:36])[CH2:33][CH2:32][CH2:31][C:30]=2[NH:29][CH:28]=1)=[O:26].C([O-])(O)=O.[Na+]. Product: [CH3:23][O:24][C:25]([C:27]1[C:35]2[C:34](=[O:36])[CH2:33][CH2:32][CH2:31][C:30]=2[N:29]([C:9]([O:11][C:12]([CH3:13])([CH3:14])[CH3:15])=[O:10])[CH:28]=1)=[O:26]. The catalyst class is: 119. (3) Reactant: [C:1]1([OH:7])[CH:6]=[CH:5][CH:4]=[CH:3][CH:2]=1.C1(C)C=CC=CC=1.[CH2:15]([NH2:18])[CH:16]=C.C=O. Product: [O:7]1[C:1]2[CH:6]=[CH:5][CH:4]=[CH:3][C:2]=2[CH:16]=[CH:15][NH:18]1. The catalyst class is: 8. (4) Reactant: [Cl:1]N1C(=O)CCC1=O.[NH2:9][C:10]1[CH:18]=[CH:17][CH:16]=[C:15]2[C:11]=1[CH:12]=[N:13][N:14]2[C:19]([O:21][C:22]([CH3:25])([CH3:24])[CH3:23])=[O:20]. Product: [NH2:9][C:10]1[CH:18]=[CH:17][C:16]([Cl:1])=[C:15]2[C:11]=1[CH:12]=[N:13][N:14]2[C:19]([O:21][C:22]([CH3:25])([CH3:24])[CH3:23])=[O:20]. The catalyst class is: 10.